Dataset: Catalyst prediction with 721,799 reactions and 888 catalyst types from USPTO. Task: Predict which catalyst facilitates the given reaction. (1) Reactant: [Si]([O:8][CH2:9][CH2:10][O:11][C:12]1[C:17]([C:18]2[CH:23]=[CH:22][C:21]([S:24]([CH3:27])(=[O:26])=[O:25])=[CH:20][CH:19]=2)=[CH:16][C:15]([C:28]2[NH:37][C:36](=[O:38])[C:35]3[C:30](=[CH:31][C:32]([O:41][CH3:42])=[CH:33][C:34]=3[O:39][CH3:40])[N:29]=2)=[CH:14][CH:13]=1)(C(C)(C)C)(C)C.[F-].C([N+](CCCC)(CCCC)CCCC)CCC. Product: [OH:8][CH2:9][CH2:10][O:11][C:12]1[C:17]([C:18]2[CH:19]=[CH:20][C:21]([S:24]([CH3:27])(=[O:25])=[O:26])=[CH:22][CH:23]=2)=[CH:16][C:15]([C:28]2[NH:37][C:36](=[O:38])[C:35]3[C:30](=[CH:31][C:32]([O:41][CH3:42])=[CH:33][C:34]=3[O:39][CH3:40])[N:29]=2)=[CH:14][CH:13]=1. The catalyst class is: 20. (2) Reactant: [C:1]([C:3]1[CH:4]=[C:5]2[C:10](=[CH:11][C:12]=1[O-:13])[N:9]=[CH:8][CH:7]=[C:6]2[O:14][C:15]1[CH:20]=[CH:19][C:18]([NH:21][C:22]([NH:24][C:25]2[CH:30]=[CH:29][C:28]([O:31][CH3:32])=[CH:27][CH:26]=2)=[O:23])=[CH:17][CH:16]=1)#[N:2].[Na+].C(=O)([O-])[O-].[K+].[K+].Cl[CH2:41][CH2:42][CH2:43][N:44]1[CH2:49][CH2:48][O:47][CH2:46][CH2:45]1. Product: [C:1]([C:3]1[CH:4]=[C:5]2[C:10](=[CH:11][C:12]=1[O:13][CH2:41][CH2:42][CH2:43][N:44]1[CH2:49][CH2:48][O:47][CH2:46][CH2:45]1)[N:9]=[CH:8][CH:7]=[C:6]2[O:14][C:15]1[CH:20]=[CH:19][C:18]([NH:21][C:22]([NH:24][C:25]2[CH:26]=[CH:27][C:28]([O:31][CH3:32])=[CH:29][CH:30]=2)=[O:23])=[CH:17][CH:16]=1)#[N:2]. The catalyst class is: 9. (3) Reactant: [NH:1]1[CH2:5][CH2:4][N:3]=[C:2]1[CH2:6][CH2:7][CH2:8][C:9]1[CH:14]=[CH:13][C:12]([N+:15]([O-:17])=[O:16])=[CH:11][N:10]=1.[Mn]([O-])(=O)(=O)=O.[K+].CO. Product: [NH:1]1[CH:5]=[CH:4][N:3]=[C:2]1[CH2:6][CH2:7][CH2:8][C:9]1[CH:14]=[CH:13][C:12]([N+:15]([O-:17])=[O:16])=[CH:11][N:10]=1. The catalyst class is: 10. (4) Reactant: C(N(CC)CC)C.[NH2:8][C:9]1[C:10]([O:29][CH3:30])=[C:11]([NH:19][S:20]([CH:23]2[CH2:28][CH2:27][CH2:26][CH2:25][CH2:24]2)(=[O:22])=[O:21])[CH:12]=[C:13]([C:15]([CH3:18])([CH3:17])[CH3:16])[CH:14]=1.C1([O:37][C:38](=O)[NH:39][C:40]2[C:49]3[C:44](=[CH:45][CH:46]=[CH:47][CH:48]=3)[C:43]([O:50][C:51]3[CH:56]=[CH:55][N:54]=[C:53]([NH:57][C:58]4[CH:63]=[C:62]([O:64][CH2:65][CH2:66][O:67][CH2:68][CH2:69][O:70][CH2:71][CH2:72][O:73][CH3:74])[CH:61]=[C:60]([O:75][CH3:76])[CH:59]=4)[N:52]=3)=[CH:42][CH:41]=2)C=CC=CC=1. Product: [C:15]([C:13]1[CH:14]=[C:9]([NH:8][C:38]([NH:39][C:40]2[C:49]3[C:44](=[CH:45][CH:46]=[CH:47][CH:48]=3)[C:43]([O:50][C:51]3[CH:56]=[CH:55][N:54]=[C:53]([NH:57][C:58]4[CH:63]=[C:62]([O:64][CH2:65][CH2:66][O:67][CH2:68][CH2:69][O:70][CH2:71][CH2:72][O:73][CH3:74])[CH:61]=[C:60]([O:75][CH3:76])[CH:59]=4)[N:52]=3)=[CH:42][CH:41]=2)=[O:37])[C:10]([O:29][CH3:30])=[C:11]([NH:19][S:20]([CH:23]2[CH2:24][CH2:25][CH2:26][CH2:27][CH2:28]2)(=[O:22])=[O:21])[CH:12]=1)([CH3:18])([CH3:17])[CH3:16]. The catalyst class is: 480. (5) Reactant: [CH:1]1([C:4]([NH:6][NH:7][C:8]([CH:10]2[CH2:15][CH2:14][N:13]([C:16]([O:18][C:19]([CH3:22])([CH3:21])[CH3:20])=[O:17])[CH2:12][CH2:11]2)=[O:9])=O)[CH2:3][CH2:2]1.CC[N+](S(N=C(OC)[O-])(=O)=O)(CC)CC. Product: [CH:1]1([C:4]2[O:9][C:8]([CH:10]3[CH2:15][CH2:14][N:13]([C:16]([O:18][C:19]([CH3:22])([CH3:21])[CH3:20])=[O:17])[CH2:12][CH2:11]3)=[N:7][N:6]=2)[CH2:3][CH2:2]1. The catalyst class is: 1. (6) Reactant: [CH3:1][C@@H:2]([NH:13][CH2:14][CH2:15][CH2:16][C:17]1[CH:18]=[CH:19][CH:20]=[C:21]([C:23]([F:26])([F:25])[F:24])[CH:22]=1)[C:3]1[CH:4]=[CH:5][CH:6]=[C:7]2[CH:12]=[CH:11][CH:10]=[CH:9][C:8]=12.Cl.C(=O)([O-])[O-].[Na+].[Na+]. Product: [CH3:1][C@@H:2]([NH:13][CH2:14][CH2:15][CH2:16][C:17]1[CH:18]=[CH:19][CH:20]=[C:21]([C:23]([F:24])([F:25])[F:26])[CH:22]=1)[C:3]1[CH:4]=[CH:5][CH:6]=[C:7]2[CH:12]=[CH:11][CH:10]=[CH:9][C:8]=12. The catalyst class is: 740. (7) Reactant: [O:1]1[CH2:6][CH2:5][N:4]([CH2:7][CH2:8][NH2:9])[CH2:3][CH2:2]1.[Br:10][C:11]1[CH:12]=[CH:13][C:14](F)=[N:15][CH:16]=1.CCN(C(C)C)C(C)C. The catalyst class is: 16. Product: [Br:10][C:11]1[CH:12]=[CH:13][C:14]([NH:9][CH2:8][CH2:7][N:4]2[CH2:5][CH2:6][O:1][CH2:2][CH2:3]2)=[N:15][CH:16]=1.